This data is from M1 muscarinic receptor agonist screen with 61,833 compounds. The task is: Binary Classification. Given a drug SMILES string, predict its activity (active/inactive) in a high-throughput screening assay against a specified biological target. The result is 0 (inactive). The drug is O(c1nc(Nc2ccc(cc2)C)nc(N(C)C)n1)c1nnc(OCC)cc1.